From a dataset of Full USPTO retrosynthesis dataset with 1.9M reactions from patents (1976-2016). Predict the reactants needed to synthesize the given product. Given the product [C:1]([O:5][C:6]([NH:7][C@H:8]([C:14](=[O:22])[NH:15][C:16]1[CH:17]=[CH:18][CH:19]=[CH:20][CH:21]=1)[CH2:9][CH2:10][CH2:11][CH2:12][CH2:13][S:26][C:24](=[O:27])[CH3:25])=[O:23])([CH3:2])([CH3:3])[CH3:4], predict the reactants needed to synthesize it. The reactants are: [C:1]([O:5][C:6](=[O:23])[NH:7][C@H:8]([C:14](=[O:22])[NH:15][C:16]1[CH:21]=[CH:20][CH:19]=[CH:18][CH:17]=1)[CH2:9][CH2:10][CH2:11][CH:12]=[CH2:13])([CH3:4])([CH3:3])[CH3:2].[C:24]([OH:27])(=[S:26])[CH3:25].CC(N=NC(C#N)(C)C)(C#N)C.C1CCCCC=1.